From a dataset of Full USPTO retrosynthesis dataset with 1.9M reactions from patents (1976-2016). Predict the reactants needed to synthesize the given product. (1) Given the product [OH:21][NH:20][C:8](=[NH:9])[C:7]1[CH:2]=[CH:3][C:4]([CH2:10][CH2:11][C:12]([O:14][C:15]([CH3:16])([CH3:17])[CH3:18])=[O:13])=[C:5]([CH3:22])[CH:6]=1, predict the reactants needed to synthesize it. The reactants are: C[C:2]1[CH:3]=[C:4]([CH2:10][CH2:11][C:12]([O:14][C:15]([CH3:18])([CH3:17])[CH3:16])=[O:13])[CH:5]=[CH:6][C:7]=1[C:8]#[N:9].Cl.[NH2:20][OH:21].[C:22](=O)(O)[O-].[Na+]. (2) Given the product [CH2:31]([Sn:26]([CH2:22][CH2:23][CH2:24][CH3:25])([CH2:27][CH2:28][CH2:29][CH3:30])[C:5]1[S:1][C:2]([C:6]23[CH2:13][N:10]([CH2:11][CH2:12]2)[CH2:9][CH2:8][O:7]3)=[N:3][CH:4]=1)[CH2:32][CH2:33][CH3:34], predict the reactants needed to synthesize it. The reactants are: [S:1]1[CH:5]=[CH:4][N:3]=[C:2]1[C:6]12[CH2:13][N:10]([CH2:11][CH2:12]1)[CH2:9][CH2:8][O:7]2.C([N-]C(C)C)(C)C.[Li+].[CH2:22]([Sn:26](Cl)([CH2:31][CH2:32][CH2:33][CH3:34])[CH2:27][CH2:28][CH2:29][CH3:30])[CH2:23][CH2:24][CH3:25]. (3) The reactants are: I[C:2]1[CH:13]=[CH:12][C:5]([O:6][CH2:7][C:8]2([NH2:11])[CH2:10][CH2:9]2)=[C:4]([CH3:14])[CH:3]=1.[Cl:15][C:16]1[CH:21]=[CH:20][C:19]([C:22]2[CH:23]=[CH:24][C:25]([C:28]#[CH:29])=[N:26][CH:27]=2)=[CH:18][CH:17]=1.C(Cl)Cl.CO.N. Given the product [Cl:15][C:16]1[CH:17]=[CH:18][C:19]([C:22]2[CH:23]=[CH:24][C:25]([C:28]#[C:29][C:2]3[CH:13]=[CH:12][C:5]([O:6][CH2:7][C:8]4([NH2:11])[CH2:10][CH2:9]4)=[C:4]([CH3:14])[CH:3]=3)=[N:26][CH:27]=2)=[CH:20][CH:21]=1, predict the reactants needed to synthesize it. (4) Given the product [NH2:67][CH2:66][CH2:65][CH2:64][O:63][C:62]1[CH:61]=[C:60]([CH:77]=[C:76]([S:78]([F:80])([F:83])([F:82])([F:81])[F:79])[CH:75]=1)[C:58]([NH:57][C:54]1[CH:55]=[CH:56][C:51]([CH3:50])=[C:52]([N:84]2[C:91]3[N:87]([N:88]=[C:89]([C:92]4[CH:93]=[N:94][CH:95]=[CH:96][CH:97]=4)[CH:90]=3)[CH:86]=[CH:85]2)[CH:53]=1)=[O:59], predict the reactants needed to synthesize it. The reactants are: CC1C=CC(N)=CC=1N1C2N(N=C(C3C=NC=CC=3)C=2)C=C1.C(OC(NCCCOC1C=C(C=C(S(F)(F)(F)(F)F)C=1)C(O)=O)=O)(C)(C)C.[CH3:50][C:51]1[CH:56]=[CH:55][C:54]([NH:57][C:58]([C:60]2[CH:61]=[C:62]([CH:75]=[C:76]([S:78]([F:83])([F:82])([F:81])([F:80])[F:79])[CH:77]=2)[O:63][CH2:64][CH2:65][CH2:66][NH:67]C(=O)OC(C)(C)C)=[O:59])=[CH:53][C:52]=1[N:84]1[C:91]2[N:87]([N:88]=[C:89]([C:92]3[CH:93]=[N:94][CH:95]=[CH:96][CH:97]=3)[CH:90]=2)[CH:86]=[CH:85]1.Cl.